This data is from Forward reaction prediction with 1.9M reactions from USPTO patents (1976-2016). The task is: Predict the product of the given reaction. Given the reactants [NH2:1][CH2:2][C:3]1[CH:8]=[C:7]([C:9]([O:11][CH2:12][CH3:13])=[O:10])[CH:6]=[C:5]([CH2:14][O:15][Si:16]([C:19]([CH3:22])([CH3:21])[CH3:20])([CH3:18])[CH3:17])[N:4]=1.[F:23][C:24]1[CH:29]=[CH:28][C:27]([CH2:30][N:31]2[CH:35]=[CH:34][N:33]=[C:32]2[CH:36]=O)=[CH:26][CH:25]=1, predict the reaction product. The product is: [Si:16]([O:15][CH2:14][C:5]1[CH:6]=[C:7]([C:9]([O:11][CH2:12][CH3:13])=[O:10])[CH:8]=[C:3]([CH2:2][NH:1][CH2:36][C:32]2[N:31]([CH2:30][C:27]3[CH:28]=[CH:29][C:24]([F:23])=[CH:25][CH:26]=3)[CH:35]=[CH:34][N:33]=2)[N:4]=1)([C:19]([CH3:21])([CH3:20])[CH3:22])([CH3:18])[CH3:17].